Predict the reaction yield, written as a fraction of the theoretical maximum amount of product (1.0 means a 100% yield; for example, 0.34 means a 34% yield). From a dataset of Reaction yield outcomes from USPTO patents with 853,638 reactions. (1) The reactants are [H-].[H-].[H-].[H-].[Li+].[Al+3].C([O:9][C:10](=O)[C:11]1[CH:16]=[CH:15][CH:14]=[C:13]([O:17][C:18]([CH3:21])([CH3:20])[CH3:19])[CH:12]=1)C. The catalyst is C(OCC)C. The product is [C:18]([O:17][C:13]1[CH:12]=[C:11]([CH2:10][OH:9])[CH:16]=[CH:15][CH:14]=1)([CH3:21])([CH3:19])[CH3:20]. The yield is 0.820. (2) The reactants are C(O[C:5]1[C:6](=[O:18])[C:7](=[O:17])[C:8]=1[C:9]1[CH:14]=[CH:13][C:12]([O:15][CH3:16])=[CH:11][CH:10]=1)(C)C.[NH2:19][CH:20]([C:22]([CH3:25])([CH3:24])[CH3:23])[CH3:21]. The catalyst is C(#N)C. The product is [CH3:16][O:15][C:12]1[CH:11]=[CH:10][C:9]([C:8]2[C:7](=[O:17])[C:6](=[O:18])[C:5]=2[NH:19][CH:20]([CH3:21])[C:22]([CH3:25])([CH3:24])[CH3:23])=[CH:14][CH:13]=1. The yield is 0.800. (3) The catalyst is O1CCCC1. The yield is 0.910. The reactants are [Cl:1][C:2]1[CH:7]=[CH:6][C:5]([S:8]([N:11]2[CH2:16][CH2:15][CH2:14][C@@H:13]([NH:17][C:18]3[N:23]=[C:22]([C:24]4[N:31]5[C:27]([S:28][CH:29]=[CH:30]5)=[N:26][C:25]=4[C:32]4[CH:33]=[C:34]([CH:41]=[CH:42][CH:43]=4)[C:35](N(OC)C)=[O:36])[CH:21]=[CH:20][N:19]=3)[CH2:12]2)(=[O:10])=[O:9])=[CH:4][CH:3]=1.[CH3:44][Mg]Cl. The product is [Cl:1][C:2]1[CH:7]=[CH:6][C:5]([S:8]([N:11]2[CH2:16][CH2:15][CH2:14][C@@H:13]([NH:17][C:18]3[N:23]=[C:22]([C:24]4[N:31]5[C:27]([S:28][CH:29]=[CH:30]5)=[N:26][C:25]=4[C:32]4[CH:33]=[C:34]([C:35](=[O:36])[CH3:44])[CH:41]=[CH:42][CH:43]=4)[CH:21]=[CH:20][N:19]=3)[CH2:12]2)(=[O:9])=[O:10])=[CH:4][CH:3]=1. (4) The product is [CH2:1]([O:8][C:9]1[C:10]([CH3:17])=[N:11][CH:12]=[CH:13][C:14]=1[CH2:15][C:19]([OH:22])=[O:40])[C:2]1[CH:7]=[CH:6][CH:5]=[CH:4][CH:3]=1. The yield is 0.520. The catalyst is O1CCCC1. The reactants are [CH2:1]([O:8][C:9]1[C:10]([CH3:17])=[N:11][CH:12]=[CH:13][C:14]=1[CH2:15]O)[C:2]1[CH:7]=[CH:6][CH:5]=[CH:4][CH:3]=1.C[C:19](C)([OH:22])C#N.C(P(CCCC)CCCC)CCC.N(C(N1CCCCC1)=O)=NC(N1CCCCC1)=[O:40]. (5) The reactants are [F:1][C:2]1[CH:3]=[C:4]([NH2:18])[CH:5]=[CH:6][C:7]=1[O:8][C:9]1[CH:14]=[CH:13][N:12]=[C:11]2[CH:15]=[CH:16][S:17][C:10]=12.[O:19]=[C:20]([NH:25][C:26]1[CH:31]=[CH:30][CH:29]=[CH:28][CH:27]=1)[CH2:21][C:22](O)=[O:23].C1C=CC2N(O)N=NC=2C=1.C(Cl)CCl. The catalyst is CN(C=O)C. The product is [F:1][C:2]1[CH:3]=[C:4]([NH:18][C:22](=[O:23])[CH2:21][C:20]([NH:25][C:26]2[CH:27]=[CH:28][CH:29]=[CH:30][CH:31]=2)=[O:19])[CH:5]=[CH:6][C:7]=1[O:8][C:9]1[CH:14]=[CH:13][N:12]=[C:11]2[CH:15]=[CH:16][S:17][C:10]=12. The yield is 0.100. (6) The yield is 0.290. The catalyst is Br. The reactants are [C:1]([C:5]1[CH:6]=[CH:7][C:8](NC(=O)OC(C)(C)C)=[N:9][CH:10]=1)([CH3:4])([CH3:3])[CH3:2].N([O-])=O.[Na+].[Br:23]Br. The product is [Br:23][C:8]1[CH:7]=[CH:6][C:5]([C:1]([CH3:4])([CH3:3])[CH3:2])=[CH:10][N:9]=1. (7) The product is [OH:8][C:6]([CH3:9])([CH3:7])[CH2:5][CH2:4][CH2:3][CH:2]([NH:1][CH2:12][CH2:11][CH2:17][S:14]([OH:16])(=[O:15])=[O:13])[CH3:10]. The catalyst is C(#N)C. The reactants are [NH2:1][CH:2]([CH3:10])[CH2:3][CH2:4][CH2:5][C:6]([CH3:9])([OH:8])[CH3:7].[CH2:11]1[CH2:17][S:14](=[O:16])(=[O:15])[O:13][CH2:12]1. The yield is 0.700.